Dataset: Catalyst prediction with 721,799 reactions and 888 catalyst types from USPTO. Task: Predict which catalyst facilitates the given reaction. Reactant: [NH:1]1[CH2:6][CH2:5][O:4][CH2:3][CH2:2]1.C([O-])([O-])=O.[K+].[K+].Br[CH2:14][C:15]([C:17]1[CH:22]=[CH:21][C:20]([Br:23])=[CH:19][CH:18]=1)=[O:16]. Product: [Br:23][C:20]1[CH:21]=[CH:22][C:17]([C:15](=[O:16])[CH2:14][N:1]2[CH2:6][CH2:5][O:4][CH2:3][CH2:2]2)=[CH:18][CH:19]=1. The catalyst class is: 144.